This data is from Full USPTO retrosynthesis dataset with 1.9M reactions from patents (1976-2016). The task is: Predict the reactants needed to synthesize the given product. (1) Given the product [F:14][C:10]1[CH:9]=[C:8]2[C:13](=[CH:12][CH:11]=1)[N:5]([CH2:4][C:3]([OH:34])=[O:2])[C:6]([CH3:33])=[C:7]2[CH2:15][C:16]1[C:17]([S:22](=[O:32])(=[O:31])[N:23]([CH3:30])[C:24]2[CH:25]=[CH:26][CH:27]=[CH:28][CH:29]=2)=[N:18][CH:19]=[CH:20][CH:21]=1, predict the reactants needed to synthesize it. The reactants are: C[O:2][C:3](=[O:34])[CH2:4][N:5]1[C:13]2[C:8](=[CH:9][C:10]([F:14])=[CH:11][CH:12]=2)[C:7]([CH2:15][C:16]2[C:17]([S:22](=[O:32])(=[O:31])[N:23]([CH3:30])[C:24]3[CH:29]=[CH:28][CH:27]=[CH:26][CH:25]=3)=[N:18][CH:19]=[CH:20][CH:21]=2)=[C:6]1[CH3:33].[OH-].[Na+].CO. (2) The reactants are: [C:1]1([CH2:7][O:8][C:9]2[CH:10]=[C:11]([CH2:15][CH2:16][C:17]3[CH:18]=[C:19]([NH2:22])[NH:20][N:21]=3)[CH:12]=[CH:13][CH:14]=2)[CH:6]=[CH:5][CH:4]=[CH:3][CH:2]=1.Cl[C:24]1[CH:29]=[CH:28][N:27]=[C:26]([NH:30][CH2:31][C:32]2[O:36][N:35]=[C:34]([CH3:37])[CH:33]=2)[N:25]=1. Given the product [CH3:37][C:34]1[CH:33]=[C:32]([CH2:31][NH:30][C:26]2[N:27]=[C:28]([NH:22][C:19]3[NH:20][N:21]=[C:17]([CH2:16][CH2:15][C:11]4[CH:12]=[CH:13][CH:14]=[C:9]([O:8][CH2:7][C:1]5[CH:2]=[CH:3][CH:4]=[CH:5][CH:6]=5)[CH:10]=4)[CH:18]=3)[CH:29]=[CH:24][N:25]=2)[O:36][N:35]=1, predict the reactants needed to synthesize it. (3) Given the product [C:30]([NH:29][S:26]([C:23]1[CH:24]=[CH:25][C:20]([C:10]2[S:9][C:8]([C:11]([NH:13][CH2:14][C:15]([OH:18])([CH3:16])[CH3:17])=[O:12])=[N:7][C:6]=2[CH2:5][CH:1]2[CH2:2][CH2:3][CH2:4]2)=[C:21]([Cl:35])[C:22]=1[Cl:34])(=[O:28])=[O:27])([CH3:33])([CH3:31])[CH3:32], predict the reactants needed to synthesize it. The reactants are: [CH:1]1([CH2:5][C:6]2[N:7]=[C:8]([C:11]([NH:13][CH2:14][C:15]([OH:18])([CH3:17])[CH3:16])=[O:12])[S:9][CH:10]=2)[CH2:4][CH2:3][CH2:2]1.Br[C:20]1[CH:25]=[CH:24][C:23]([S:26]([NH:29][C:30]([CH3:33])([CH3:32])[CH3:31])(=[O:28])=[O:27])=[C:22]([Cl:34])[C:21]=1[Cl:35].C([O-])([O-])=O.[K+].[K+].C1(P(C2CCCCC2)C2CCCCC2)CCCCC1.[H+].[B-](F)(F)(F)F.C(O)(C(C)(C)C)=O. (4) Given the product [NH2:1][C:2]1[C:7]([N:8]([CH2:40][C:41]([F:44])([F:43])[F:42])[C:9](=[O:12])[O:10][CH3:11])=[C:6]([NH2:13])[N:5]=[C:4]([C:14]2[C:22]3[C:17](=[N:18][CH:19]=[C:20]([F:23])[CH:21]=3)[N:16]([CH2:24][C:25]3[CH:30]=[CH:29][CH:28]=[CH:27][C:26]=3[F:31])[N:15]=2)[N:3]=1, predict the reactants needed to synthesize it. The reactants are: [NH2:1][C:2]1[C:7]([NH:8][C:9](=[O:12])[O:10][CH3:11])=[C:6]([NH2:13])[N:5]=[C:4]([C:14]2[C:22]3[C:17](=[N:18][CH:19]=[C:20]([F:23])[CH:21]=3)[N:16]([CH2:24][C:25]3[CH:30]=[CH:29][CH:28]=[CH:27][C:26]=3[F:31])[N:15]=2)[N:3]=1.[H-].[Na+].ClC(Cl)(Cl)S(O[CH2:40][C:41]([F:44])([F:43])[F:42])(=O)=O.O. (5) The reactants are: Cl[C:2]1[N:3]=[C:4]([OH:12])[C:5]2[CH:11]=[CH:10][N:9]=[CH:8][C:6]=2[N:7]=1.[C:13]1([N:19]2[C:27]3[C:22](=[CH:23][C:24]([OH:28])=[CH:25][CH:26]=3)[CH2:21][CH2:20]2)[CH:18]=[CH:17][CH:16]=[CH:15][CH:14]=1. Given the product [C:13]1([N:19]2[C:27]3[C:22](=[CH:23][C:24]([O:28][C:2]4[N:3]=[C:4]([OH:12])[C:5]5[CH:11]=[CH:10][N:9]=[CH:8][C:6]=5[N:7]=4)=[CH:25][CH:26]=3)[CH2:21][CH2:20]2)[CH:18]=[CH:17][CH:16]=[CH:15][CH:14]=1, predict the reactants needed to synthesize it. (6) Given the product [NH2:1][C:2]1[CH:9]=[CH:8][C:7]([C:30]2[N:35]=[C:34]3[N:36]([CH2:45][CH2:46][N:47]([CH3:49])[CH3:48])[N:37]=[CH:38][C:33]3=[C:32]([C:50]([F:51])([F:52])[F:53])[CH:31]=2)=[CH:6][C:3]=1[C:4]#[N:5], predict the reactants needed to synthesize it. The reactants are: [NH2:1][C:2]1[CH:9]=[CH:8][C:7](B2OC(C)(C)C(C)(C)O2)=[CH:6][C:3]=1[C:4]#[N:5].O.O.P([O-])([O-])([O-])=O.[K+].[K+].[K+].Br[C:30]1[N:35]=[C:34]2[N:36]([CH2:45][CH2:46][N:47]([CH3:49])[CH3:48])[N:37]=[C:38](C3C=CC=CC=3)[C:33]2=[C:32]([C:50]([F:53])([F:52])[F:51])[CH:31]=1.CO.O. (7) Given the product [CH3:10][N:11]1[CH:15]=[C:14]([C:2]2[CH:3]=[CH:4][C:5]([C:8]#[N:9])=[N:6][CH:7]=2)[CH:13]=[N:12]1, predict the reactants needed to synthesize it. The reactants are: Br[C:2]1[CH:3]=[CH:4][C:5]([C:8]#[N:9])=[N:6][CH:7]=1.[CH3:10][N:11]1[CH:15]=[C:14](B2OC(C)(C)C(C)(C)O2)[CH:13]=[N:12]1.C(=O)([O-])[O-].[Na+].[Na+].O. (8) Given the product [CH3:18][N:19]1[CH:23]=[C:22]([S:24]([NH:1][CH2:2][CH2:3][NH:4][C:5]2[CH:17]=[CH:16][C:8]([C:9]([O:11][C:12]([CH3:13])([CH3:14])[CH3:15])=[O:10])=[CH:7][CH:6]=2)(=[O:26])=[O:25])[N:21]=[CH:20]1, predict the reactants needed to synthesize it. The reactants are: [NH2:1][CH2:2][CH2:3][NH:4][C:5]1[CH:17]=[CH:16][C:8]([C:9]([O:11][C:12]([CH3:15])([CH3:14])[CH3:13])=[O:10])=[CH:7][CH:6]=1.[CH3:18][N:19]1[CH:23]=[C:22]([S:24](Cl)(=[O:26])=[O:25])[N:21]=[CH:20]1.S(Cl)(Cl)(=O)=O.CCN(C(C)C)C(C)C.